This data is from Catalyst prediction with 721,799 reactions and 888 catalyst types from USPTO. The task is: Predict which catalyst facilitates the given reaction. (1) Reactant: [NH2:1][C:2]1[CH:3]=[CH:4][CH:5]=[C:6]2[C:11]=1[N:10]=[CH:9][CH:8]=[CH:7]2.[N:12]1[C:21]2[C:16](=[CH:17][CH:18]=[CH:19][CH:20]=2)[CH:15]=[C:14]([S:22](Cl)(=[O:24])=[O:23])[CH:13]=1. Product: [N:10]1[C:11]2[C:6](=[CH:5][CH:4]=[CH:3][C:2]=2[NH:1][S:22]([C:14]2[CH:13]=[N:12][C:21]3[C:16]([CH:15]=2)=[CH:17][CH:18]=[CH:19][CH:20]=3)(=[O:23])=[O:24])[CH:7]=[CH:8][CH:9]=1. The catalyst class is: 142. (2) Reactant: Cl.CN.C([N:7]([CH2:11]C)[CH:8]([CH3:10])C)(C)C.BrCC[O:16][C:17]1[CH:18]=[C:19]([C:23]([F:26])([F:25])[F:24])[CH:20]=[CH:21][CH:22]=1. Product: [CH3:11][NH:7][CH2:8][CH2:10][O:16][C:17]1[CH:22]=[CH:21][CH:20]=[C:19]([C:23]([F:24])([F:25])[F:26])[CH:18]=1. The catalyst class is: 7. (3) Reactant: [C:1]([C:5]1[CH:6]=[C:7]([C:26]2[C:27](=[O:47])[N:28]([CH2:33][O:34][P:35](=[O:46])([O:41]C(C)(C)C)[O:36]C(C)(C)C)[CH:29]=[C:30]([F:32])[CH:31]=2)[CH:8]=[C:9](/[CH:13]=[CH:14]/[C:15]2[CH:20]=[CH:19][C:18]([NH:21][S:22]([CH3:25])(=[O:24])=[O:23])=[CH:17][CH:16]=2)[C:10]=1[O:11][CH3:12])([CH3:4])([CH3:3])[CH3:2].C(O)(C(F)(F)F)=O. Product: [C:1]([C:5]1[CH:6]=[C:7]([C:26]2[C:27](=[O:47])[N:28]([CH2:33][O:34][P:35](=[O:36])([OH:41])[OH:46])[CH:29]=[C:30]([F:32])[CH:31]=2)[CH:8]=[C:9](/[CH:13]=[CH:14]/[C:15]2[CH:16]=[CH:17][C:18]([NH:21][S:22]([CH3:25])(=[O:24])=[O:23])=[CH:19][CH:20]=2)[C:10]=1[O:11][CH3:12])([CH3:4])([CH3:2])[CH3:3]. The catalyst class is: 2.